The task is: Predict which catalyst facilitates the given reaction.. This data is from Catalyst prediction with 721,799 reactions and 888 catalyst types from USPTO. Reactant: [N:1]1([CH:6]([C:10]2[CH:15]=[CH:14][C:13]([NH:16][C:17](=[O:27])/[C:18](/[CH3:26])=[CH:19]/[C:20]3[CH:25]=[CH:24][CH:23]=[CH:22][CH:21]=3)=[CH:12][CH:11]=2)[CH:7]([CH3:9])[CH3:8])[CH:5]=[CH:4][N:3]=[CH:2]1. Product: [N:1]1([CH:6]([C:10]2[CH:15]=[CH:14][C:13]([NH:16][C:17](=[O:27])[CH:18]([CH3:26])[CH2:19][C:20]3[CH:21]=[CH:22][CH:23]=[CH:24][CH:25]=3)=[CH:12][CH:11]=2)[CH:7]([CH3:9])[CH3:8])[CH:5]=[CH:4][N:3]=[CH:2]1. The catalyst class is: 19.